This data is from Full USPTO retrosynthesis dataset with 1.9M reactions from patents (1976-2016). The task is: Predict the reactants needed to synthesize the given product. (1) Given the product [CH3:21][O:20][C:15]1[CH:16]=[CH:17][CH:18]=[CH:19][C:14]=1[C:13]([NH:12][C@@H:7]([CH:8]([CH3:11])[CH2:9][CH3:10])[C:6]([OH:23])=[O:5])=[O:22], predict the reactants needed to synthesize it. The reactants are: C([O:5][C:6](=[O:23])[C@@H:7]([NH:12][C:13](=[O:22])[C:14]1[CH:19]=[CH:18][CH:17]=[CH:16][C:15]=1[O:20][CH3:21])[CH:8]([CH3:11])[CH2:9][CH3:10])(C)(C)C. (2) Given the product [OH:29][CH:26]1[CH2:27][N:28]2[C:4](=[O:14])[CH:5]=[C:6]([C:7]3[CH:8]=[CH:9][CH:10]=[CH:11][CH:12]=3)[N:22]=[C:23]2[NH:24][CH2:25]1, predict the reactants needed to synthesize it. The reactants are: C(O[C:4](=[O:14])[CH2:5][C:6](=O)[C:7]1[CH:12]=[CH:11][CH:10]=[CH:9][CH:8]=1)C.C([O-])([O-])=O.[K+].[K+].Cl.[NH:22]=[C:23]1[NH:28][CH2:27][CH:26]([OH:29])[CH2:25][NH:24]1. (3) The reactants are: Br[C:2]1[C:3]([CH3:18])=[N:4][NH:5][C:6]=1[C:7]1[CH:17]=[CH:16][C:10]2[O:11][CH2:12][C:13](=[O:15])[NH:14][C:9]=2[CH:8]=1.[F:19][C:20]1[CH:25]=[CH:24][C:23](B(O)O)=[CH:22][CH:21]=1. Given the product [F:19][C:20]1[CH:25]=[CH:24][C:23]([C:2]2[C:3]([CH3:18])=[N:4][NH:5][C:6]=2[C:7]2[CH:17]=[CH:16][C:10]3[O:11][CH2:12][C:13](=[O:15])[NH:14][C:9]=3[CH:8]=2)=[CH:22][CH:21]=1, predict the reactants needed to synthesize it. (4) Given the product [Cl:1][C:2]1[C:8]([C:9]([F:10])([F:11])[F:12])=[CH:7][C:6]([I:15])=[C:4]([NH2:5])[CH:3]=1, predict the reactants needed to synthesize it. The reactants are: [Cl:1][C:2]1[CH:3]=[C:4]([CH:6]=[CH:7][C:8]=1[C:9]([F:12])([F:11])[F:10])[NH2:5].CO.[I:15]Cl. (5) Given the product [F:1][C:2]1[C:3]([NH:22][CH:23]2[CH2:28][CH2:27][CH2:26][NH:25][CH2:24]2)=[N:4][C:5]([NH:8][C:9]2[CH:10]=[N:11][C:12]([N:15]3[CH2:20][CH2:19][N:18]([CH3:21])[CH2:17][CH2:16]3)=[CH:13][CH:14]=2)=[N:6][CH:7]=1, predict the reactants needed to synthesize it. The reactants are: [F:1][C:2]1[C:3]([NH:22][CH:23]2[CH2:28][CH2:27][CH2:26][N:25](C(OC(C)(C)C)=O)[CH2:24]2)=[N:4][C:5]([NH:8][C:9]2[CH:10]=[N:11][C:12]([N:15]3[CH2:20][CH2:19][N:18]([CH3:21])[CH2:17][CH2:16]3)=[CH:13][CH:14]=2)=[N:6][CH:7]=1. (6) Given the product [O:34]1[CH:35]=[CH:36][CH:37]=[C:33]1[C:2]1[N:7]=[C:6]([C:8]2[N:12]3[CH:13]=[CH:14][C:15]([C:17]([CH3:27])([O:19][Si:20]([CH2:25][CH3:26])([CH2:23][CH3:24])[CH2:21][CH3:22])[CH3:18])=[N:16][C:11]3=[N:10][CH:9]=2)[CH:5]=[CH:4][N:3]=1, predict the reactants needed to synthesize it. The reactants are: Cl[C:2]1[N:7]=[C:6]([C:8]2[N:12]3[CH:13]=[CH:14][C:15]([C:17]([CH3:27])([O:19][Si:20]([CH2:25][CH3:26])([CH2:23][CH3:24])[CH2:21][CH3:22])[CH3:18])=[N:16][C:11]3=[N:10][CH:9]=2)[CH:5]=[CH:4][N:3]=1.C([Sn](CCCC)(CCCC)[C:33]1[O:34][CH:35]=[CH:36][CH:37]=1)CCC.